Task: Regression. Given a peptide amino acid sequence and an MHC pseudo amino acid sequence, predict their binding affinity value. This is MHC class II binding data.. Dataset: Peptide-MHC class II binding affinity with 134,281 pairs from IEDB (1) The peptide sequence is LHKLGYILRDISKIPGG. The MHC is DRB1_0901 with pseudo-sequence DRB1_0901. The binding affinity (normalized) is 0.236. (2) The peptide sequence is PQLPQFLQPQPY. The MHC is HLA-DQA10301-DQB10302 with pseudo-sequence HLA-DQA10301-DQB10302. The binding affinity (normalized) is 0.243.